This data is from Retrosynthesis with 50K atom-mapped reactions and 10 reaction types from USPTO. The task is: Predict the reactants needed to synthesize the given product. (1) Given the product Cc1ccccc1OC(C)C, predict the reactants needed to synthesize it. The reactants are: CC(C)Br.Cc1ccccc1O. (2) Given the product CCN(CCO)CCCCOc1ccc(N(C)C(=O)Oc2ccc(Cl)cc2)cc1, predict the reactants needed to synthesize it. The reactants are: CCNCCO.CN(C(=O)Oc1ccc(Cl)cc1)c1ccc(OCCCCBr)cc1. (3) Given the product CC(C)(C)NC(=O)c1cc(F)c(F)cc1F, predict the reactants needed to synthesize it. The reactants are: CC(C)(C)N.O=C(O)c1cc(F)c(F)cc1F.